Dataset: Forward reaction prediction with 1.9M reactions from USPTO patents (1976-2016). Task: Predict the product of the given reaction. (1) Given the reactants [H-].[Na+].[CH3:3][N:4]1[CH2:17][CH2:16][C:7]2[NH:8][C:9]3[CH:10]=[CH:11][C:12]([Cl:15])=[CH:13][C:14]=3[C:6]=2[CH2:5]1.[CH3:18][C:19]1([C:22]2[CH:27]=[CH:26][N:25]=[CH:24][N:23]=2)[CH2:21][O:20]1, predict the reaction product. The product is: [Cl:15][C:12]1[CH:11]=[CH:10][C:9]2[N:8]([CH2:18][C:19]([C:22]3[CH:27]=[CH:26][N:25]=[CH:24][N:23]=3)([OH:20])[CH3:21])[C:7]3[CH2:16][CH2:17][N:4]([CH3:3])[CH2:5][C:6]=3[C:14]=2[CH:13]=1. (2) The product is: [C:30]([C:10]1[C:11]2[C:16](=[CH:15][C:14]([O:19][C:20]3[CH:21]=[CH:22][C:23]([O:26][CH2:27][CH2:28][CH3:29])=[CH:24][CH:25]=3)=[CH:13][CH:12]=2)[C:17]([OH:18])=[C:8]([C:6]([NH:32][CH2:33][C:34]([OH:36])=[O:35])=[O:7])[N:9]=1)#[N:31]. Given the reactants C(O[C:6]([C:8]1[N:9]=[C:10]([C:30]#[N:31])[C:11]2[C:16]([C:17]=1[OH:18])=[CH:15][C:14]([O:19][C:20]1[CH:25]=[CH:24][C:23]([O:26][CH2:27][CH2:28][CH3:29])=[CH:22][CH:21]=1)=[CH:13][CH:12]=2)=[O:7])CCC.[NH2:32][CH2:33][C:34]([OH:36])=[O:35].C[O-].[Na+].CO, predict the reaction product. (3) Given the reactants [Cl:1][C:2]1[CH:3]=[CH:4][C:5]2[N:11]3[C:12]([C:15]#N)=[CH:13][CH:14]=[C:10]3[C@@H:9]([CH2:17][CH2:18][C:19]([O:21][CH3:22])=[O:20])[O:8][C@H:7]([C:23]3[CH:28]=[CH:27][CH:26]=[C:25]([O:29][CH3:30])[C:24]=3[O:31][CH3:32])[C:6]=2[CH:33]=1.C(O)(=[O:36])C, predict the reaction product. The product is: [Cl:1][C:2]1[CH:3]=[CH:4][C:5]2[N:11]3[C:12]([CH:15]=[O:36])=[CH:13][CH:14]=[C:10]3[C@@H:9]([CH2:17][CH2:18][C:19]([O:21][CH3:22])=[O:20])[O:8][C@H:7]([C:23]3[CH:28]=[CH:27][CH:26]=[C:25]([O:29][CH3:30])[C:24]=3[O:31][CH3:32])[C:6]=2[CH:33]=1. (4) The product is: [F:1][C:2]([F:7])([F:6])[C:3]([OH:5])=[O:4].[Cl:15][C:16]1[CH:17]=[N:18][C:19]2[NH:20][C:21]3[CH:22]=[CH:23][CH:24]=[C:25]([CH:46]=3)[CH2:26][CH2:27][C:28]3[CH:36]=[C:32]([NH:33][C:34]=1[N:35]=2)[CH:31]=[CH:30][C:29]=3[NH:37][C:38]([CH:40]1[CH2:45][CH2:44][N:43]([C:48]([NH:47][CH2:50][CH3:51])=[O:49])[CH2:42][CH2:41]1)=[O:39]. Given the reactants [F:1][C:2]([F:7])([F:6])[C:3]([OH:5])=[O:4].FC(F)(F)C(O)=O.[Cl:15][C:16]1[CH:17]=[N:18][C:19]2[NH:20][C:21]3[CH:22]=[CH:23][CH:24]=[C:25]([CH:46]=3)[CH2:26][CH2:27][C:28]3[CH:36]=[C:32]([NH:33][C:34]=1[N:35]=2)[CH:31]=[CH:30][C:29]=3[NH:37][C:38]([CH:40]1[CH2:45][CH2:44][NH:43][CH2:42][CH2:41]1)=[O:39].[N:47]([CH2:50][CH3:51])=[C:48]=[O:49], predict the reaction product. (5) Given the reactants [S:1]1[C:5]([NH:6][S:7](=[O:10])(=[O:9])[O-])=[N:4][CH:3]=[N:2]1.[Na+].P(Cl)(Cl)(Cl)(Cl)Cl.S(=O)(=O)(OC)N.Cl.[Br:25][C:26]1[CH:35]=[CH:34][CH:33]=[C:32]2[C:27]=1[CH2:28][CH2:29][NH:30][CH2:31]2, predict the reaction product. The product is: [Br:25][C:26]1[CH:35]=[CH:34][CH:33]=[C:32]2[C:27]=1[CH2:28][CH2:29][N:30]([S:7]([NH:6][C:5]1[S:1][N:2]=[CH:3][N:4]=1)(=[O:9])=[O:10])[CH2:31]2. (6) Given the reactants CS(C)=O.C(Cl)(=O)C(Cl)=O.[CH:11]1([CH2:17][NH:18][C:19]2[O:20][C:21]3[CH:27]=[C:26]([O:28][C:29]4[CH:34]=[CH:33][N:32]=[C:31]([C:35]([NH2:37])=O)[CH:30]=4)[CH:25]=[CH:24][C:22]=3[N:23]=2)[CH2:16][CH2:15][CH2:14][CH2:13][CH2:12]1.C(N(CC)CC)C, predict the reaction product. The product is: [CH:11]1([CH2:17][NH:18][C:19]2[O:20][C:21]3[CH:27]=[C:26]([O:28][C:29]4[CH:34]=[CH:33][N:32]=[C:31]([C:35]#[N:37])[CH:30]=4)[CH:25]=[CH:24][C:22]=3[N:23]=2)[CH2:12][CH2:13][CH2:14][CH2:15][CH2:16]1. (7) The product is: [CH3:8][O:9][C:10](=[O:35])[C@@H:11]([NH:27][C:28]([O:30][C:31]([CH3:34])([CH3:33])[CH3:32])=[O:29])[CH2:12][C:13]1[CH:18]=[CH:17][C:16]([C:41]2[C:40]([O:49][CH3:50])=[CH:39][C:38]([CH2:37][OH:36])=[CH:43][C:42]=2[O:44][CH3:45])=[CH:15][CH:14]=1. Given the reactants C(N(CC)CC)C.[CH3:8][O:9][C:10](=[O:35])[C@@H:11]([NH:27][C:28]([O:30][C:31]([CH3:34])([CH3:33])[CH3:32])=[O:29])[CH2:12][C:13]1[CH:18]=[CH:17][C:16](OS(C(F)(F)F)(=O)=O)=[CH:15][CH:14]=1.[OH:36][CH2:37][C:38]1[CH:43]=[C:42]([O:44][CH3:45])[C:41](B(O)O)=[C:40]([O:49][CH3:50])[CH:39]=1, predict the reaction product.